Dataset: Forward reaction prediction with 1.9M reactions from USPTO patents (1976-2016). Task: Predict the product of the given reaction. (1) The product is: [Cl:1][C:2]1[CH:27]=[C:26]([Cl:28])[CH:25]=[CH:24][C:3]=1[O:4][C:5]1[CH:10]=[CH:9][CH:8]=[CH:7][C:6]=1[NH:11][S:12]([C:15]1[CH:23]=[CH:22][C:18]([C:19]([N:33]([CH2:32][CH2:31][N:30]([CH3:35])[CH3:29])[CH3:34])=[O:21])=[CH:17][CH:16]=1)(=[O:13])=[O:14]. Given the reactants [Cl:1][C:2]1[CH:27]=[C:26]([Cl:28])[CH:25]=[CH:24][C:3]=1[O:4][C:5]1[CH:10]=[CH:9][CH:8]=[CH:7][C:6]=1[NH:11][S:12]([C:15]1[CH:23]=[CH:22][C:18]([C:19]([OH:21])=O)=[CH:17][CH:16]=1)(=[O:14])=[O:13].[CH3:29][N:30]([CH3:35])[CH2:31][CH2:32][NH:33][CH3:34], predict the reaction product. (2) The product is: [CH3:1][O:2][CH2:3][C@H:4]1[CH2:8][CH2:7][CH2:6][N:5]1[S:9]([C:12]1[CH:13]=[C:14]2[C:18](=[CH:19][CH:20]=1)[NH:17][C:16](=[O:27])[C:15]2=[O:28])(=[O:11])=[O:10]. Given the reactants [CH3:1][O:2][CH2:3][C@H:4]1[CH2:8][CH2:7][CH2:6][N:5]1[S:9]([C:12]1[CH:13]=[C:14]2[C:18](=[CH:19][CH:20]=1)[N:17](CC(C)(C)C#N)[C:16](=[O:27])[C:15]12OCCC[O:28]1)(=[O:11])=[O:10].N, predict the reaction product.